From a dataset of Catalyst prediction with 721,799 reactions and 888 catalyst types from USPTO. Predict which catalyst facilitates the given reaction. (1) Reactant: [CH3:1][O:2][C:3]1[CH:12]=[C:11]2[C:6]([C:7](=O)[CH:8]=[CH:9][NH:10]2)=[CH:5][C:4]=1[C:14]1[N:15]=[N:16][C:17]([N:20]([CH3:31])[CH:21]2[CH2:26][C:25]([CH3:28])([CH3:27])[NH:24][C:23]([CH3:30])([CH3:29])[CH2:22]2)=[CH:18][CH:19]=1.P(Cl)(Cl)([Cl:34])=O.C([O-])([O-])=O.[K+].[K+]. Product: [Cl:34][C:7]1[C:6]2[C:11](=[CH:12][C:3]([O:2][CH3:1])=[C:4]([C:14]3[N:15]=[N:16][C:17]([N:20]([CH3:31])[CH:21]4[CH2:26][C:25]([CH3:28])([CH3:27])[NH:24][C:23]([CH3:30])([CH3:29])[CH2:22]4)=[CH:18][CH:19]=3)[CH:5]=2)[N:10]=[CH:9][CH:8]=1. The catalyst class is: 10. (2) Reactant: [Cl:1][C:2]1[CH:10]=[C:9]([CH:11]([O:15][CH2:16][C:17]2([C:30]3[CH:35]=[CH:34][C:33]([F:36])=[CH:32][CH:31]=3)[CH2:22][CH2:21][N:20]([C:23]([O:25][C:26]([CH3:29])([CH3:28])[CH3:27])=[O:24])[CH2:19][CH2:18]2)[CH2:12][CH2:13][OH:14])[C:8]2[C:4](=[CH:5][N:6]([CH2:37][O:38][CH2:39][CH2:40][Si:41]([CH3:44])([CH3:43])[CH3:42])[N:7]=2)[CH:3]=1.C(N(CC)CC)C.[CH3:52][S:53](Cl)(=[O:55])=[O:54]. Product: [Cl:1][C:2]1[CH:10]=[C:9]([CH:11]([O:15][CH2:16][C:17]2([C:30]3[CH:35]=[CH:34][C:33]([F:36])=[CH:32][CH:31]=3)[CH2:22][CH2:21][N:20]([C:23]([O:25][C:26]([CH3:29])([CH3:28])[CH3:27])=[O:24])[CH2:19][CH2:18]2)[CH2:12][CH2:13][O:14][S:53]([CH3:52])(=[O:55])=[O:54])[C:8]2[C:4](=[CH:5][N:6]([CH2:37][O:38][CH2:39][CH2:40][Si:41]([CH3:42])([CH3:43])[CH3:44])[N:7]=2)[CH:3]=1. The catalyst class is: 2. (3) Reactant: [N:1]([CH2:4][C@@H:5]1[C@@H:9]([O:10]C(C2C=CC([N+]([O-])=O)=CC=2)=O)[CH2:8][CH2:7][N:6]1[C:22]([O:24][C:25]([CH3:28])([CH3:27])[CH3:26])=[O:23])=[N+:2]=[N-:3].C(=O)([O-])[O-].[K+].[K+].O. Product: [N:1]([CH2:4][C@@H:5]1[C@H:9]([OH:10])[CH2:8][CH2:7][N:6]1[C:22]([O:24][C:25]([CH3:28])([CH3:27])[CH3:26])=[O:23])=[N+:2]=[N-:3]. The catalyst class is: 5. (4) Reactant: [C:1]1([NH:7][C:8]([N:10]2[C:18]3[C:13](=[CH:14][C:15]([NH:19][C:20]4[CH:25]=[CH:24][N:23]=[C:22]([NH2:26])[CH:21]=4)=[CH:16][CH:17]=3)[CH:12]=[CH:11]2)=[O:9])[CH:6]=[CH:5][CH:4]=[CH:3][CH:2]=1.C(N(CC)CC)C.Cl[C:35](OC1C=CC=CC=1)=[O:36].[CH2:44]([N:46]([CH2:51][CH3:52])[CH2:47][CH2:48][CH2:49][NH2:50])[CH3:45]. Product: [C:1]1([NH:7][C:8]([N:10]2[C:18]3[C:13](=[CH:14][C:15]([NH:19][C:20]4[CH:25]=[CH:24][N:23]=[C:22]([NH:26][C:35]([NH:50][CH2:49][CH2:48][CH2:47][N:46]([CH2:51][CH3:52])[CH2:44][CH3:45])=[O:36])[CH:21]=4)=[CH:16][CH:17]=3)[CH:12]=[CH:11]2)=[O:9])[CH:2]=[CH:3][CH:4]=[CH:5][CH:6]=1. The catalyst class is: 7. (5) Reactant: C(OC([N:8]([C:10]1([C@@H:13]2[CH2:17][CH2:16][NH:15][CH2:14]2)[CH2:12][CH2:11]1)[CH3:9])=O)(C)(C)C.C(N(CC)CC)C.F[C:26]1[C:35]([CH3:36])=[C:34]2[C:29]([C:30](=[O:44])[C:31]([C:41]([OH:43])=[O:42])=[CH:32][N:33]2[C@@H:37]2[CH2:39][C@@H:38]2[F:40])=[CH:28][CH:27]=1. Product: [F:40][C@H:38]1[CH2:39][C@H:37]1[N:33]1[C:34]2[C:29](=[CH:28][CH:27]=[C:26]([N:15]3[CH2:16][CH2:17][C@@H:13]([C:10]4([NH:8][CH3:9])[CH2:11][CH2:12]4)[CH2:14]3)[C:35]=2[CH3:36])[C:30](=[O:44])[C:31]([C:41]([OH:43])=[O:42])=[CH:32]1. The catalyst class is: 16. (6) Reactant: [CH2:1]([O:3][C:4]1[CH:5]=[C:6]([C:20]2[CH:25]=[CH:24][C:23]([CH2:26][C:27]([NH:29][C:30]3[CH:35]=[CH:34][C:33]([CH2:36][C:37]([CH3:44])([CH3:43])[C:38](OCC)=[O:39])=[C:32]([C:45]([F:48])([F:47])[F:46])[CH:31]=3)=[O:28])=[C:22]([F:49])[CH:21]=2)[CH:7]=[N:8][C:9]=1[O:10][CH2:11][C:12]1[CH:17]=[CH:16][C:15]([O:18][CH3:19])=[CH:14][CH:13]=1)[CH3:2].[H-].[H-].[H-].[H-].[Li+].[Al+3]. Product: [CH2:1]([O:3][C:4]1[CH:5]=[C:6]([C:20]2[CH:25]=[CH:24][C:23]([CH2:26][C:27]([NH:29][C:30]3[CH:35]=[CH:34][C:33]([CH2:36][C:37]([CH3:44])([CH3:43])[CH2:38][OH:39])=[C:32]([C:45]([F:46])([F:48])[F:47])[CH:31]=3)=[O:28])=[C:22]([F:49])[CH:21]=2)[CH:7]=[N:8][C:9]=1[O:10][CH2:11][C:12]1[CH:13]=[CH:14][C:15]([O:18][CH3:19])=[CH:16][CH:17]=1)[CH3:2]. The catalyst class is: 1. (7) Reactant: I[C:2]1[C:10]2[C:5](=[CH:6][CH:7]=[CH:8][C:9]=2[N+:11]([O-:13])=[O:12])[N:4]([C:14]([O:16][C:17]([CH3:20])([CH3:19])[CH3:18])=[O:15])[N:3]=1.[C:21]([Si:25]([CH3:31])([CH3:30])[O:26][CH2:27][C:28]#[CH:29])([CH3:24])([CH3:23])[CH3:22].C(N(CC)CC)C. Product: [Si:25]([O:26][CH2:27][C:28]#[C:29][C:2]1[C:10]2[C:5](=[CH:6][CH:7]=[CH:8][C:9]=2[N+:11]([O-:13])=[O:12])[N:4]([C:14]([O:16][C:17]([CH3:20])([CH3:19])[CH3:18])=[O:15])[N:3]=1)([C:21]([CH3:22])([CH3:23])[CH3:24])([CH3:30])[CH3:31]. The catalyst class is: 540. (8) Reactant: Cl[C:2]1[N:7]=[C:6]([N:8]([CH3:26])[CH:9]2[CH2:25][CH2:24][C:12]3([CH2:16][N:15]([C:17]([O:19][C:20]([CH3:23])([CH3:22])[CH3:21])=[O:18])[CH2:14][CH2:13]3)[CH2:11][CH2:10]2)[CH:5]=[CH:4][N:3]=1.Cl.[CH3:28][N:29]1[C:37]([CH3:38])=[C:36]2[C:31]([CH:32]=[C:33]([NH2:39])[CH:34]=[CH:35]2)=[N:30]1.CCN(C(C)C)C(C)C. Product: [CH3:28][N:29]1[C:37]([CH3:38])=[C:36]2[C:31]([CH:32]=[C:33]([NH:39][C:2]3[N:7]=[C:6]([N:8]([CH3:26])[CH:9]4[CH2:10][CH2:11][C:12]5([CH2:16][N:15]([C:17]([O:19][C:20]([CH3:23])([CH3:22])[CH3:21])=[O:18])[CH2:14][CH2:13]5)[CH2:24][CH2:25]4)[CH:5]=[CH:4][N:3]=3)[CH:34]=[CH:35]2)=[N:30]1. The catalyst class is: 114. (9) Reactant: BrC1C=CC=C2C=1CC(=[O:11])C2.Br[C:13]1[CH:21]=[CH:20][CH:19]=[C:18]2[C:14]=1[CH2:15][C:16]([F:23])([F:22])[CH2:17]2.C(N(S(F)(F)F)CC)C.B1(B2OC(C)(C)C(C)(C)O2)OC(C)(C)C(C)(C)O1.C(OO)(=O)C. Product: [F:22][C:16]1([F:23])[CH2:15][C:14]2[C:13]([OH:11])=[CH:21][CH:20]=[CH:19][C:18]=2[CH2:17]1. The catalyst class is: 45. (10) The catalyst class is: 7. Product: [CH3:1][C:2]1[C:12]2[N:11]3[CH2:13][C@H:8]([CH2:9][CH2:10]3)[N:7]([C:28]([NH:27][C:23]3[CH:22]=[N:21][CH:26]=[CH:25][CH:24]=3)=[O:29])[C:6]=2[N:5]=[C:4]([C:14]2[CH:15]=[N:16][C:17]([CH3:20])=[CH:18][CH:19]=2)[CH:3]=1. Reactant: [CH3:1][C:2]1[C:12]2[N:11]3[CH2:13][C@H:8]([CH2:9][CH2:10]3)[NH:7][C:6]=2[N:5]=[C:4]([C:14]2[CH:15]=[N:16][C:17]([CH3:20])=[CH:18][CH:19]=2)[CH:3]=1.[N:21]1[CH:26]=[CH:25][CH:24]=[C:23]([NH:27][C:28](=O)[O:29]C2C=CC=CC=2)[CH:22]=1.C(OCC)(=O)C.